Dataset: Full USPTO retrosynthesis dataset with 1.9M reactions from patents (1976-2016). Task: Predict the reactants needed to synthesize the given product. (1) Given the product [NH2:35][C:2]1[N:7]=[C:6]([C:8]2[S:12][C:11]([N:13]3[CH2:18][CH2:17][O:16][CH2:15][CH2:14]3)=[N:10][C:9]=2[C:19]2[C:20]([F:34])=[C:21]([NH:25][S:26]([C:29]3[O:30][CH:31]=[CH:32][CH:33]=3)(=[O:28])=[O:27])[CH:22]=[CH:23][CH:24]=2)[CH:5]=[CH:4][N:3]=1, predict the reactants needed to synthesize it. The reactants are: Cl[C:2]1[N:7]=[C:6]([C:8]2[S:12][C:11]([N:13]3[CH2:18][CH2:17][O:16][CH2:15][CH2:14]3)=[N:10][C:9]=2[C:19]2[C:20]([F:34])=[C:21]([NH:25][S:26]([C:29]3[O:30][CH:31]=[CH:32][CH:33]=3)(=[O:28])=[O:27])[CH:22]=[CH:23][CH:24]=2)[CH:5]=[CH:4][N:3]=1.[NH4+:35].[OH-]. (2) Given the product [C:15]1([CH:14]([C:4]2[CH:5]=[CH:6][CH:7]=[CH:8][CH:9]=2)[OH:21])[CH:20]=[CH:19][CH:18]=[CH:17][CH:16]=1, predict the reactants needed to synthesize it. The reactants are: C(O[C:4]1[CH:9]=[CH:8][C:7](Br)=[CH:6][CH:5]=1)C.[Mg].II.[CH2:14]([O:21]C1C=CC=CC=1C=O)[C:15]1[CH:20]=[CH:19][CH:18]=[CH:17][CH:16]=1.[Cl-].[NH4+]. (3) Given the product [CH2:11]([O:13][C:14](=[O:22])[CH2:15][CH:16]1[CH2:21][CH2:20][N:19]([C:2]2[CH:7]=[CH:6][C:5]([C:8](=[O:10])[CH3:9])=[CH:4][CH:3]=2)[CH2:18][CH2:17]1)[CH3:12], predict the reactants needed to synthesize it. The reactants are: F[C:2]1[CH:7]=[CH:6][C:5]([C:8](=[O:10])[CH3:9])=[CH:4][CH:3]=1.[CH2:11]([O:13][C:14](=[O:22])[CH2:15][CH:16]1[CH2:21][CH2:20][NH:19][CH2:18][CH2:17]1)[CH3:12].CS(C)=O. (4) Given the product [Cl:14][C:9]1[C:10]([O:23][CH:3]([CH3:4])[CH3:2])=[N:11][CH:12]=[C:7]([CH:8]=1)[CH:18]=[O:19], predict the reactants needed to synthesize it. The reactants are: [Li][CH2:2][CH2:3][CH2:4]C.Br[C:7]1[CH:8]=[C:9]([Cl:14])[C:10](Cl)=[N:11][CH:12]=1.CN([CH:18]=[O:19])C.C1C[O:23]CC1. (5) Given the product [Cl:14][C:15]1[C:16]([CH3:25])=[C:17]([S:21]([NH:13][C:10]2[N:9]=[CH:8][C:7]([N:1]3[CH2:2][CH2:3][CH2:4][CH2:5][CH2:6]3)=[CH:12][CH:11]=2)(=[O:23])=[O:22])[CH:18]=[CH:19][CH:20]=1, predict the reactants needed to synthesize it. The reactants are: [N:1]1([C:7]2[CH:8]=[N:9][C:10]([NH2:13])=[CH:11][CH:12]=2)[CH2:6][CH2:5][CH2:4][CH2:3][CH2:2]1.[Cl:14][C:15]1[C:16]([CH3:25])=[C:17]([S:21](Cl)(=[O:23])=[O:22])[CH:18]=[CH:19][CH:20]=1. (6) Given the product [Cl:43][C:25]1[CH:24]=[C:23]([NH:22][C:19]2[C:20]3[N:12]([CH2:11][CH2:10][OH:9])[CH:13]=[CH:14][C:15]=3[N:16]=[CH:17][N:18]=2)[CH:42]=[CH:41][C:26]=1[O:27][C:28]1[CH:29]=[C:30]([C:34](=[O:40])[CH2:35][C:36]([CH3:39])([CH3:38])[CH3:37])[CH:31]=[CH:32][CH:33]=1, predict the reactants needed to synthesize it. The reactants are: C([O:9][CH2:10][CH2:11][N:12]1[C:20]2[C:19](Cl)=[N:18][CH:17]=[N:16][C:15]=2[CH:14]=[CH:13]1)(=O)C1C=CC=CC=1.[NH2:22][C:23]1[CH:42]=[CH:41][C:26]([O:27][C:28]2[CH:29]=[C:30]([C:34](=[O:40])[CH2:35][C:36]([CH3:39])([CH3:38])[CH3:37])[CH:31]=[CH:32][CH:33]=2)=[C:25]([Cl:43])[CH:24]=1.C(O)(C)C.[OH-].[Na+]. (7) Given the product [CH3:1][C:2]1([CH3:12])[O:6][C:5](=[CH:7][C:8]([N:17]([CH2:16][C:15]2[CH:20]=[CH:21][CH:22]=[CH:23][C:14]=2[F:13])[O:18][CH3:19])=[O:9])[C:4](=[O:11])[O:3]1, predict the reactants needed to synthesize it. The reactants are: [CH3:1][C:2]1([CH3:12])[O:6][C:5](=[CH:7][C:8](Cl)=[O:9])[C:4](=[O:11])[O:3]1.[F:13][C:14]1[CH:23]=[CH:22][CH:21]=[CH:20][C:15]=1[CH2:16][NH:17][O:18][CH3:19]. (8) Given the product [OH:8][C@@H:9]1[C@@H:13]([C@@H:14]([O:18][C:19]([C:32]2[CH:33]=[CH:34][C:35]([O:38][CH3:39])=[CH:36][CH:37]=2)([C:20]2[CH:25]=[CH:24][CH:23]=[CH:22][CH:21]=2)[C:26]2[CH:31]=[CH:30][CH:29]=[CH:28][CH:27]=2)[CH2:15][CH:16]=[CH2:17])[O:12][C@@H:11]([N:40]2[CH:45]=[CH:44][C:43](=[O:46])[NH:42][C:41]2=[O:47])[C@@H:10]1[O:48][CH3:49], predict the reactants needed to synthesize it. The reactants are: [Si]([O:8][C@@H:9]1[C@@H:13]([C@@H:14]([O:18][C:19]([C:32]2[CH:37]=[CH:36][C:35]([O:38][CH3:39])=[CH:34][CH:33]=2)([C:26]2[CH:31]=[CH:30][CH:29]=[CH:28][CH:27]=2)[C:20]2[CH:25]=[CH:24][CH:23]=[CH:22][CH:21]=2)[CH2:15][CH:16]=[CH2:17])[O:12][C@@H:11]([N:40]2[CH:45]=[CH:44][C:43](=[O:46])[NH:42][C:41]2=[O:47])[C@@H:10]1[O:48][CH3:49])(C(C)(C)C)(C)C. (9) Given the product [N:12]1[CH:17]=[CH:16][CH:15]=[C:14]([C:18]2[NH:22][N:21]=[C:20]([C:23]([N:6]3[CH:7]4[CH2:10][CH2:11][N:3]([CH2:9][CH2:8]4)[CH2:4][CH2:5]3)=[O:24])[CH:19]=2)[CH:13]=1, predict the reactants needed to synthesize it. The reactants are: Cl.Cl.[N:3]12[CH2:11][CH2:10][CH:7]([CH2:8][CH2:9]1)[NH:6][CH2:5][CH2:4]2.[N:12]1[CH:17]=[CH:16][CH:15]=[C:14]([C:18]2[NH:22][N:21]=[C:20]([C:23](O)=[O:24])[CH:19]=2)[CH:13]=1. (10) The reactants are: [N+:1]([C:4]1[CH:5]=[C:6]([CH:11]=[CH:12][CH:13]=1)[C:7](=[N:9][OH:10])[NH2:8])([O-:3])=[O:2].[CH3:14][C:15]([CH3:24])([CH3:23])[C:16](=[O:22])[CH2:17][C:18](OC)=O. Given the product [CH3:14][C:15]([CH3:24])([CH3:23])[C:16](=[O:22])[CH2:17][C:18]1[O:10][N:9]=[C:7]([C:6]2[CH:11]=[CH:12][CH:13]=[C:4]([N+:1]([O-:3])=[O:2])[CH:5]=2)[N:8]=1, predict the reactants needed to synthesize it.